From a dataset of Reaction yield outcomes from USPTO patents with 853,638 reactions. Predict the reaction yield, written as a fraction of the theoretical maximum amount of product (1.0 means a 100% yield; for example, 0.34 means a 34% yield). (1) The reactants are [CH2:1]([O:8][C:9]1[CH:14]=[CH:13][NH:12][C:11](=[O:15])[CH:10]=1)[C:2]1[CH:7]=[CH:6][CH:5]=[CH:4][CH:3]=1.Br[C:17]1[CH:22]=[CH:21][C:20]2[C:23]3[CH2:24][N:25]([C:31]([O:33][C:34]([CH3:37])([CH3:36])[CH3:35])=[O:32])[CH2:26][CH2:27][CH2:28][C:29]=3[O:30][C:19]=2[CH:18]=1.C([O-])([O-])=O.[Cs+].[Cs+].CN[C@@H]1CCCC[C@H]1NC. The catalyst is C1(C)C=CC=CC=1.[Cu]I. The product is [CH2:1]([O:8][C:9]1[CH:14]=[CH:13][N:12]([C:17]2[CH:22]=[CH:21][C:20]3[C:23]4[CH2:24][N:25]([C:31]([O:33][C:34]([CH3:37])([CH3:36])[CH3:35])=[O:32])[CH2:26][CH2:27][CH2:28][C:29]=4[O:30][C:19]=3[CH:18]=2)[C:11](=[O:15])[CH:10]=1)[C:2]1[CH:3]=[CH:4][CH:5]=[CH:6][CH:7]=1. The yield is 0.210. (2) The reactants are [F:1][CH:2]([F:11])[O:3][C:4]1[CH:5]=[C:6]([CH:8]=[CH:9][CH:10]=1)[NH2:7].F[C:13]1[C:18]([C:19]2[N:24]=[C:23]([CH3:25])[N:22]=[C:21]([N:26]([CH2:36][C:37]3[CH:42]=[CH:41][C:40]([O:43][CH3:44])=[CH:39][CH:38]=3)[CH2:27][C:28]3[CH:33]=[CH:32][C:31]([O:34][CH3:35])=[CH:30][CH:29]=3)[N:20]=2)=[CH:17][CH:16]=[CH:15][N:14]=1.[Li+].C[Si]([N-][Si](C)(C)C)(C)C. The catalyst is C1COCC1. The product is [F:1][CH:2]([F:11])[O:3][C:4]1[CH:5]=[C:6]([NH:7][C:13]2[C:18]([C:19]3[N:24]=[C:23]([CH3:25])[N:22]=[C:21]([N:26]([CH2:27][C:28]4[CH:29]=[CH:30][C:31]([O:34][CH3:35])=[CH:32][CH:33]=4)[CH2:36][C:37]4[CH:38]=[CH:39][C:40]([O:43][CH3:44])=[CH:41][CH:42]=4)[N:20]=3)=[CH:17][CH:16]=[CH:15][N:14]=2)[CH:8]=[CH:9][CH:10]=1. The yield is 0.990. (3) The reactants are [CH:1]1[C:10]2[C:11]3[CH2:16][NH:15][CH2:14][CH2:13][C:12]=3[N:8]3[C:9]=2[C:4]([CH2:5][CH2:6][CH2:7]3)=[CH:3][CH:2]=1.[BH3-]C#N.[Na+].[OH-].[Na+].O. The catalyst is C(O)(C(F)(F)F)=O. The product is [CH:1]1[C:10]2[C@H:11]3[CH2:16][NH:15][CH2:14][CH2:13][C@H:12]3[N:8]3[C:9]=2[C:4]([CH2:5][CH2:6][CH2:7]3)=[CH:3][CH:2]=1. The yield is 0.680. (4) The reactants are [NH2:1][C@@H:2]([CH2:33][C:34]1[CH:39]=[CH:38][CH:37]=[CH:36][CH:35]=1)[CH2:3][C@H:4]([OH:32])[C@@H:5]([NH:19][C:20]([C@@H:22]([NH:27][C:28](=[O:31])[O:29][CH3:30])[C:23]([CH3:26])([CH3:25])[CH3:24])=[O:21])[CH2:6][C:7]1[CH:12]=[CH:11][C:10]([C:13]2[CH:18]=[CH:17][CH:16]=[CH:15][N:14]=2)=[CH:9][CH:8]=1.[CH3:40][C:41]1[CH:51]=[CH:50][CH:49]=[C:48]([CH3:52])[C:42]=1[O:43][CH2:44][C:45](O)=[O:46].CCOP(ON1N=NC2C=CC=CC=2C1=O)(OCC)=O.C(N(CC)C(C)C)(C)C. The catalyst is C1COCC1. The product is [CH3:40][C:41]1[CH:51]=[CH:50][CH:49]=[C:48]([CH3:52])[C:42]=1[O:43][CH2:44][C:45]([NH:1][C@@H:2]([CH2:33][C:34]1[CH:35]=[CH:36][CH:37]=[CH:38][CH:39]=1)[CH2:3][C@H:4]([OH:32])[C@@H:5]([NH:19][C:20]([C@@H:22]([NH:27][C:28](=[O:31])[O:29][CH3:30])[C:23]([CH3:25])([CH3:26])[CH3:24])=[O:21])[CH2:6][C:7]1[CH:12]=[CH:11][C:10]([C:13]2[CH:18]=[CH:17][CH:16]=[CH:15][N:14]=2)=[CH:9][CH:8]=1)=[O:46]. The yield is 0.610. (5) The reactants are [H-].[Na+].[CH3:3][C:4]([OH:13])([CH2:7][CH2:8][CH:9]=[C:10]([CH3:12])[CH3:11])[CH2:5][CH3:6].[CH2:14](Br)[CH:15]=[CH2:16]. The catalyst is CN(C)C=O. The product is [CH2:16]([O:13][C:4]([CH3:3])([CH2:5][CH3:6])[CH2:7][CH2:8][CH:9]=[C:10]([CH3:12])[CH3:11])[CH:15]=[CH2:14]. The yield is 0.700. (6) The reactants are [Br:1][C:2]1[CH:3]=[C:4]([C:9]2[S:13][C:12]([NH:14][CH:15]([CH3:17])[CH3:16])=[N:11][CH:10]=2)[CH:5]=[N:6][C:7]=1Cl.O.[NH2:19][NH2:20].[CH:21](OC)(OC)OC.C(O)(C(F)(F)F)=O. The catalyst is CCCCO.C(Cl)Cl. The product is [Br:1][C:2]1[C:7]2[N:6]([CH:21]=[N:19][N:20]=2)[CH:5]=[C:4]([C:9]2[S:13][C:12]([NH:14][CH:15]([CH3:17])[CH3:16])=[N:11][CH:10]=2)[CH:3]=1. The yield is 0.600.